This data is from Full USPTO retrosynthesis dataset with 1.9M reactions from patents (1976-2016). The task is: Predict the reactants needed to synthesize the given product. The reactants are: [Br:1][C:2]1[C:7]([O:8][CH3:9])=[CH:6][CH:5]=[C:4]([NH2:10])[C:3]=1[NH:11][C:12]1[CH:17]=[CH:16][CH:15]=[CH:14][CH:13]=1.[CH3:18][C@H:19]([NH:23]C(OC(C)(C)C)=O)[C:20](O)=O.C1C=NC2N(O)N=NC=2C=1.CCN=C=NCCCN(C)C.[ClH:52]. Given the product [ClH:52].[ClH:52].[Br:1][C:2]1[C:3]2[N:11]([C:12]3[CH:13]=[CH:14][CH:15]=[CH:16][CH:17]=3)[C:18]([C@@H:19]([NH2:23])[CH3:20])=[N:10][C:4]=2[CH:5]=[CH:6][C:7]=1[O:8][CH3:9], predict the reactants needed to synthesize it.